This data is from Peptide-MHC class II binding affinity with 134,281 pairs from IEDB. The task is: Regression. Given a peptide amino acid sequence and an MHC pseudo amino acid sequence, predict their binding affinity value. This is MHC class II binding data. (1) The peptide sequence is GELQIVDKISAAFKI. The MHC is DRB4_0101 with pseudo-sequence DRB4_0103. The binding affinity (normalized) is 0.730. (2) The peptide sequence is CVYNMMGKREKKLSE. The MHC is DRB1_0901 with pseudo-sequence DRB1_0901. The binding affinity (normalized) is 0.425.